From a dataset of M1 muscarinic receptor antagonist screen with 61,756 compounds. Binary Classification. Given a drug SMILES string, predict its activity (active/inactive) in a high-throughput screening assay against a specified biological target. (1) The drug is O1c2c(OC1)ccc(NCc1ccncc1)c2. The result is 0 (inactive). (2) The drug is o1c(N2CC(CCC2)C(=O)NCCc2ccc(cc2)C)nc2c1cccc2. The result is 0 (inactive). (3) The drug is o1nc(C(=O)Nc2cc(NC(=O)C)ccc2)cc1C. The result is 0 (inactive). (4) The molecule is Clc1ccc(CC(=O)N2CCN(CC2)C(OCC)=O)cc1. The result is 0 (inactive). (5) The molecule is s1c(c2nn(nn2)CCC(=O)N2CCc3c(C2)cccc3)ccc1. The result is 0 (inactive). (6) The compound is S(=O)(=O)(NCCC(C)C)c1cc(OC)c(OC)cc1. The result is 0 (inactive). (7) The molecule is o1nc(nc1C1CCCN(C1)C(=O)Nc1c(cccc1)C)c1ccc(C(C)C)cc1. The result is 0 (inactive). (8) The compound is O(C(=O)c1cc(NC(=O)c2nccnc2C(O)=O)cc(c1)C(OC)=O)C. The result is 0 (inactive). (9) The drug is O(c1c(C(=O)Cn2nnc3c(c2=O)cccc3)cc(OC)cc1)C. The result is 0 (inactive).